Dataset: Full USPTO retrosynthesis dataset with 1.9M reactions from patents (1976-2016). Task: Predict the reactants needed to synthesize the given product. (1) Given the product [C:60]([C:11]1[C:2]([OH:1])=[CH:3][CH:4]=[C:5]2[C:10]=1[N:9]=[C:8]([CH:13]([CH3:14])[CH3:15])[N:7]([C:16]1[CH:23]=[CH:22][C:19]([C:20]#[N:21])=[CH:18][CH:17]=1)[C:6]2=[O:24])(=[O:62])[CH3:61], predict the reactants needed to synthesize it. The reactants are: [OH:1][C:2]1[C:11](I)=[C:10]2[C:5]([C:6](=[O:24])[N:7]([C:16]3[CH:23]=[CH:22][C:19]([C:20]#[N:21])=[CH:18][CH:17]=3)[C:8]([CH:13]([CH3:15])[CH3:14])=[N:9]2)=[CH:4][CH:3]=1.C1C=CC(P(C2C=CC=CC=2)CCCP(C2C=CC=CC=2)C2C=CC=CC=2)=CC=1.C(=O)([O-])[O-].[K+].[K+].[CH:60]([O:62]CCCC)=[CH2:61]. (2) Given the product [N:1]1([C:6]2[CH:7]=[CH:8][C:9]([C:12]([OH:27])([CH2:13][CH:14]([C:19]3[CH:24]=[C:23]([Cl:25])[CH:22]=[C:21]([Cl:26])[CH:20]=3)[C:15]([F:18])([F:16])[F:17])[CH3:28])=[CH:10][CH:11]=2)[CH:5]=[N:4][CH:3]=[N:2]1, predict the reactants needed to synthesize it. The reactants are: [N:1]1([C:6]2[CH:11]=[CH:10][C:9]([C:12](=[O:27])[CH2:13][CH:14]([C:19]3[CH:24]=[C:23]([Cl:25])[CH:22]=[C:21]([Cl:26])[CH:20]=3)[C:15]([F:18])([F:17])[F:16])=[CH:8][CH:7]=2)[CH:5]=[N:4][CH:3]=[N:2]1.[CH3:28][Mg]Br. (3) The reactants are: [C:1]([O:5][C:6]([N:8]1[CH2:13][CH2:12][CH:11]([N:14]2[C:18]3=[N:19][CH:20]=[N:21][C:22](Cl)=[C:17]3[CH:16]=[N:15]2)[CH2:10][CH2:9]1)=[O:7])([CH3:4])([CH3:3])[CH3:2].[OH:24][C:25]1[CH:26]=[C:27]2[C:31](=[CH:32][CH:33]=1)[NH:30][CH:29]=[CH:28]2.C(=O)([O-])[O-].[K+].[K+]. Given the product [C:1]([O:5][C:6]([N:8]1[CH2:13][CH2:12][CH:11]([N:14]2[C:18]3=[N:19][CH:20]=[N:21][C:22]([O:24][C:25]4[CH:26]=[C:27]5[C:31](=[CH:32][CH:33]=4)[NH:30][CH:29]=[CH:28]5)=[C:17]3[CH:16]=[N:15]2)[CH2:10][CH2:9]1)=[O:7])([CH3:4])([CH3:3])[CH3:2], predict the reactants needed to synthesize it. (4) Given the product [ClH:37].[ClH:37].[CH3:36][O:35][C:32]1[CH:31]=[CH:30][C:29]([C:22]2[N:21]=[C:20]([C:18]3[CH:17]=[N:16][N:15]([C:4]4([CH2:3][C:1]#[N:2])[CH2:7][NH:6][CH2:5]4)[CH:19]=3)[N:25]3[CH:26]=[CH:27][N:28]=[C:24]3[CH:23]=2)=[CH:34][CH:33]=1, predict the reactants needed to synthesize it. The reactants are: [C:1]([CH2:3][C:4]1([N:15]2[CH:19]=[C:18]([C:20]3[N:25]4[CH:26]=[CH:27][N:28]=[C:24]4[CH:23]=[C:22]([C:29]4[CH:34]=[CH:33][C:32]([O:35][CH3:36])=[CH:31][CH:30]=4)[N:21]=3)[CH:17]=[N:16]2)[CH2:7][N:6](C(OC(C)(C)C)=O)[CH2:5]1)#[N:2].[ClH:37]. (5) The reactants are: [Cl:1][C:2]1[CH:7]=[CH:6][C:5]([C:8]2[N:12]([CH2:13][C:14]3[CH:19]=[CH:18][C:17](CCC(O)=O)=[CH:16][CH:15]=3)[C:11]3[CH:25]=[C:26]([F:30])[C:27]([F:29])=[CH:28][C:10]=3[N:9]=2)=[C:4](OCC2CCCC2)[CH:3]=1.ClC1C=CC(C2NC3C=C(F)C(F)=CC=3N=2)=C([N+:56]([O-:58])=[O:57])C=1.BrCC1CCCCC1. Given the product [Cl:1][C:2]1[CH:7]=[CH:6][C:5]([C:8]2[N:12]([CH2:13][CH:14]3[CH2:15][CH2:16][CH2:17][CH2:18][CH2:19]3)[C:11]3[CH:25]=[C:26]([F:30])[C:27]([F:29])=[CH:28][C:10]=3[N:9]=2)=[C:4]([N+:56]([O-:58])=[O:57])[CH:3]=1, predict the reactants needed to synthesize it. (6) Given the product [Br:7][C:8]1[CH:9]=[C:10]([CH:15]=[C:16]([N+:19]([O-:21])=[O:20])[C:17]=1[Cl:4])[C:11]([O:13][CH3:14])=[O:12], predict the reactants needed to synthesize it. The reactants are: C(Cl)(=O)C([Cl:4])=O.[Br:7][C:8]1[CH:9]=[C:10]([CH:15]=[C:16]([N+:19]([O-:21])=[O:20])[C:17]=1O)[C:11]([O:13][CH3:14])=[O:12]. (7) Given the product [CH:15]1([CH2:18][N:19]([CH2:20][CH:21]2[CH2:23][CH2:22]2)[C:2]2[N:7]=[C:6]3[N:8]([CH3:12])[C:9]([CH3:11])=[N:10][C:5]3=[CH:4][C:3]=2[C:13]#[N:14])[CH2:17][CH2:16]1, predict the reactants needed to synthesize it. The reactants are: Cl[C:2]1[N:7]=[C:6]2[N:8]([CH3:12])[C:9]([CH3:11])=[N:10][C:5]2=[CH:4][C:3]=1[C:13]#[N:14].[CH:15]1([CH2:18][NH:19][CH2:20][CH:21]2[CH2:23][CH2:22]2)[CH2:17][CH2:16]1.C(=O)([O-])[O-].[K+].[K+].C(OCC)(=O)C. (8) Given the product [CH3:1][C:2]1[CH:6]=[C:5]([CH2:7][NH:8][C:10](=[O:11])[CH3:9])[O:4][N:3]=1, predict the reactants needed to synthesize it. The reactants are: [CH3:1][C:2]1[CH:6]=[C:5]([CH2:7][NH2:8])[O:4][N:3]=1.[CH3:9][C:10](OC(C)=O)=[O:11]. (9) Given the product [ClH:1].[Cl:1][C:2]1[C:3]([NH:12][C@H:13]2[CH2:18][CH2:17][CH2:16][N:15]([CH:19]3[CH2:20][CH2:21][NH:22][CH2:23][CH2:24]3)[C:14]2=[O:32])=[N:4][CH:5]=[C:6]([C:8]([F:11])([F:10])[F:9])[CH:7]=1, predict the reactants needed to synthesize it. The reactants are: [Cl:1][C:2]1[C:3]([NH:12][C@H:13]2[CH2:18][CH2:17][CH2:16][N:15]([CH:19]3[CH2:24][CH2:23][N:22](C(OC(C)(C)C)=O)[CH2:21][CH2:20]3)[C:14]2=[O:32])=[N:4][CH:5]=[C:6]([C:8]([F:11])([F:10])[F:9])[CH:7]=1.C(Cl)Cl.Cl.